From a dataset of Forward reaction prediction with 1.9M reactions from USPTO patents (1976-2016). Predict the product of the given reaction. (1) The product is: [Br:1][C:2]1[C:3]([O:9][CH3:10])=[N:4][CH:5]=[C:6]([O:12][CH3:11])[CH:7]=1. Given the reactants [Br:1][C:2]1[C:3]([O:9][CH3:10])=[N:4][CH:5]=[C:6](F)[CH:7]=1.[CH3:11][O-:12].[Na+], predict the reaction product. (2) Given the reactants [Cl:1][C:2]1[CH:7]=[CH:6][C:5]([CH2:8][CH2:9]Br)=[CH:4][CH:3]=1.[NH2:11][CH2:12][CH:13]([OH:15])[CH3:14], predict the reaction product. The product is: [Cl:1][C:2]1[CH:7]=[CH:6][C:5]([CH2:8][CH2:9][N:11]([CH2:9][CH2:8][C:5]2[CH:6]=[CH:7][C:2]([Cl:1])=[CH:3][CH:4]=2)[CH2:12][CH:13]([OH:15])[CH3:14])=[CH:4][CH:3]=1.